This data is from TCR-epitope binding with 47,182 pairs between 192 epitopes and 23,139 TCRs. The task is: Binary Classification. Given a T-cell receptor sequence (or CDR3 region) and an epitope sequence, predict whether binding occurs between them. (1) The epitope is LLWNGPMAV. The TCR CDR3 sequence is CASSDPSFFLTNTEAFF. Result: 0 (the TCR does not bind to the epitope). (2) The epitope is ISDYDYYRY. The TCR CDR3 sequence is CASSYSGGGPTYEQYF. Result: 1 (the TCR binds to the epitope). (3) The epitope is KLSALGINAV. The TCR CDR3 sequence is CASNFLQSSYNEQFF. Result: 0 (the TCR does not bind to the epitope). (4) The epitope is RLRAEAQVK. Result: 1 (the TCR binds to the epitope). The TCR CDR3 sequence is CASSFEQGNSPLHF. (5) The epitope is TFYLTNDVSFL. The TCR CDR3 sequence is CASRGQGPDTQYF. Result: 0 (the TCR does not bind to the epitope). (6) The epitope is TLIGDCATV. The TCR CDR3 sequence is CASSLIVGIYNEQFF. Result: 1 (the TCR binds to the epitope).